This data is from Forward reaction prediction with 1.9M reactions from USPTO patents (1976-2016). The task is: Predict the product of the given reaction. Given the reactants [N:1]([CH:4]1[CH:9]([C:10]2[CH:15]=[C:14]([F:16])[C:13]([F:17])=[CH:12][C:11]=2[F:18])[CH2:8][CH2:7][C:6]([O:19][Si:20]([CH:27]([CH3:29])[CH3:28])([CH:24]([CH3:26])[CH3:25])[CH:21]([CH3:23])[CH3:22])=[CH:5]1)=[N+]=[N-].[H-].[Al+3].[Li+].[H-].[H-].[H-].[H-].[Cl-].[NH4+], predict the reaction product. The product is: [F:18][C:11]1[CH:12]=[C:13]([F:17])[C:14]([F:16])=[CH:15][C:10]=1[CH:9]1[CH:4]([NH2:1])[CH:5]=[C:6]([O:19][Si:20]([CH:24]([CH3:26])[CH3:25])([CH:27]([CH3:29])[CH3:28])[CH:21]([CH3:22])[CH3:23])[CH2:7][CH2:8]1.